From a dataset of Full USPTO retrosynthesis dataset with 1.9M reactions from patents (1976-2016). Predict the reactants needed to synthesize the given product. Given the product [Cl:14][C:15]1[CH:22]=[C:21]([Cl:23])[CH:20]=[CH:19][C:16]=1[CH2:17][C:8]1[C:7]2[C:11](=[CH:12][CH:13]=[C:5]([C:3]([O:2][CH3:1])=[O:4])[CH:6]=2)[NH:10][CH:9]=1, predict the reactants needed to synthesize it. The reactants are: [CH3:1][O:2][C:3]([C:5]1[CH:6]=[C:7]2[C:11](=[CH:12][CH:13]=1)[NH:10][CH:9]=[CH:8]2)=[O:4].[Cl:14][C:15]1[CH:22]=[C:21]([Cl:23])[CH:20]=[CH:19][C:16]=1[CH2:17]I.